From a dataset of Reaction yield outcomes from USPTO patents with 853,638 reactions. Predict the reaction yield, written as a fraction of the theoretical maximum amount of product (1.0 means a 100% yield; for example, 0.34 means a 34% yield). (1) The reactants are [ClH:1].O[CH:3]([C:22]1[C:23]([NH:28][C:29](=[O:34])C(C)(C)C)=[N:24][CH:25]=[CH:26][CH:27]=1)[CH:4]([CH:9]1[CH2:14][CH2:13][N:12](C(OC(C)(C)C)=O)[CH2:11][CH2:10]1)C(OC)=O. The catalyst is O. The product is [ClH:1].[ClH:1].[NH:12]1[CH2:11][CH2:10][CH:9]([C:4]2[C:29](=[O:34])[NH:28][C:23]3[C:22]([CH:3]=2)=[CH:27][CH:26]=[CH:25][N:24]=3)[CH2:14][CH2:13]1. The yield is 0.330. (2) The reactants are [CH3:1][O:2][C:3]1[CH:4]=[C:5]2[C:10](=[CH:11][C:12]=1[O:13][CH3:14])[N:9]=[CH:8][N:7]=[C:6]2[O:15][C:16]1[CH:22]=[CH:21][C:19]([NH2:20])=[CH:18][CH:17]=1.C(N(CC)CC)C.[C:30](Cl)(Cl)=[S:31].[NH2:34][CH2:35][CH2:36][CH2:37][N:38]1[CH2:42][CH2:41][CH2:40][C:39]1=[O:43]. The catalyst is CN(C)C=O.C(OCC)(=O)C. The product is [CH3:1][O:2][C:3]1[CH:4]=[C:5]2[C:10](=[CH:11][C:12]=1[O:13][CH3:14])[N:9]=[CH:8][N:7]=[C:6]2[O:15][C:16]1[CH:22]=[CH:21][C:19]([NH:20][C:30]([NH:34][CH2:35][CH2:36][CH2:37][N:38]2[CH2:42][CH2:41][CH2:40][C:39]2=[O:43])=[S:31])=[CH:18][CH:17]=1. The yield is 0.170. (3) The reactants are [F:1][C:2]1[CH:7]=[C:6]([C:8]([F:11])([F:10])[F:9])[CH:5]=[CH:4][C:3]=1[C:12]1[C:13]2[CH:20]([CH2:21][C:22]([N:24]3[CH2:28][CH2:27][CH2:26][CH2:25]3)=[O:23])[CH2:19][CH2:18][C:14]=2[CH:15]=[N:16][CH:17]=1.[CH3:29][C@H]1CCCN1. No catalyst specified. The product is [F:1][C:2]1[CH:7]=[C:6]([C:8]([F:10])([F:11])[F:9])[CH:5]=[CH:4][C:3]=1[C:12]1[C:13]2[CH:20]([CH2:21][C:22]([N:24]3[CH2:28][CH2:27][CH2:26][C@@H:25]3[CH3:29])=[O:23])[CH2:19][CH2:18][C:14]=2[CH:15]=[N:16][CH:17]=1. The yield is 0.0700. (4) The reactants are C[O:2][C:3](=[O:36])[C:4]1[CH:9]=[C:8]([O:10][C:11]2[CH:16]=[CH:15][C:14]([CH2:17][CH2:18][CH2:19][C:20]3[N:21]([CH2:33][CH3:34])[CH:22]=[C:23]([C:25]4[CH:30]=[CH:29][C:28]([Cl:31])=[CH:27][C:26]=4[Cl:32])[N:24]=3)=[CH:13][CH:12]=2)[CH:7]=[CH:6][C:5]=1[NH2:35].[F:37][C:38]([F:51])([F:50])[S:39](O[S:39]([C:38]([F:51])([F:50])[F:37])(=[O:41])=[O:40])(=[O:41])=[O:40].CCN(C(C)C)C(C)C. No catalyst specified. The product is [Cl:32][C:26]1[CH:27]=[C:28]([Cl:31])[CH:29]=[CH:30][C:25]=1[C:23]1[N:24]=[C:20]([CH2:19][CH2:18][CH2:17][C:14]2[CH:15]=[CH:16][C:11]([O:10][C:8]3[CH:7]=[CH:6][C:5]([NH:35][S:39]([C:38]([F:51])([F:50])[F:37])(=[O:41])=[O:40])=[C:4]([CH:9]=3)[C:3]([OH:2])=[O:36])=[CH:12][CH:13]=2)[N:21]([CH2:33][CH3:34])[CH:22]=1. The yield is 0.270.